This data is from NCI-60 drug combinations with 297,098 pairs across 59 cell lines. The task is: Regression. Given two drug SMILES strings and cell line genomic features, predict the synergy score measuring deviation from expected non-interaction effect. (1) Drug 1: CN(C)N=NC1=C(NC=N1)C(=O)N. Drug 2: CC1=C(C=C(C=C1)C(=O)NC2=CC(=CC(=C2)C(F)(F)F)N3C=C(N=C3)C)NC4=NC=CC(=N4)C5=CN=CC=C5. Cell line: U251. Synergy scores: CSS=0.833, Synergy_ZIP=-2.17, Synergy_Bliss=-1.59, Synergy_Loewe=-3.87, Synergy_HSA=-3.57. (2) Drug 1: CS(=O)(=O)C1=CC(=C(C=C1)C(=O)NC2=CC(=C(C=C2)Cl)C3=CC=CC=N3)Cl. Drug 2: CCC1(C2=C(COC1=O)C(=O)N3CC4=CC5=C(C=CC(=C5CN(C)C)O)N=C4C3=C2)O.Cl. Cell line: NCI-H460. Synergy scores: CSS=17.8, Synergy_ZIP=2.13, Synergy_Bliss=5.20, Synergy_Loewe=-10.4, Synergy_HSA=4.95. (3) Drug 1: CCC1=C2CN3C(=CC4=C(C3=O)COC(=O)C4(CC)O)C2=NC5=C1C=C(C=C5)O. Drug 2: B(C(CC(C)C)NC(=O)C(CC1=CC=CC=C1)NC(=O)C2=NC=CN=C2)(O)O. Cell line: OVCAR-4. Synergy scores: CSS=35.7, Synergy_ZIP=-0.828, Synergy_Bliss=-1.24, Synergy_Loewe=-2.96, Synergy_HSA=-1.54. (4) Drug 1: C1=CC(=CC=C1C#N)C(C2=CC=C(C=C2)C#N)N3C=NC=N3. Drug 2: CCC1(CC2CC(C3=C(CCN(C2)C1)C4=CC=CC=C4N3)(C5=C(C=C6C(=C5)C78CCN9C7C(C=CC9)(C(C(C8N6C)(C(=O)OC)O)OC(=O)C)CC)OC)C(=O)OC)O.OS(=O)(=O)O. Cell line: SK-OV-3. Synergy scores: CSS=-3.80, Synergy_ZIP=1.09, Synergy_Bliss=-2.94, Synergy_Loewe=-15.7, Synergy_HSA=-8.65.